Dataset: Experimentally validated miRNA-target interactions with 360,000+ pairs, plus equal number of negative samples. Task: Binary Classification. Given a miRNA mature sequence and a target amino acid sequence, predict their likelihood of interaction. (1) The miRNA is hsa-miR-6852-5p with sequence CCCUGGGGUUCUGAGGACAUG. The protein sequence of the target gene is MASAGGEDCESPAPEADRPHQRPFLIGVSGGTASGKSTVCEKIMELLGQNEVEQRQRKVVILSQDRFYKVLTAEQKAKALKGQYNFDHPDAFDNDLMHRTLKNIVEGKTVEVPTYDFVTHSRLPETTVVYPADVVLFEGILVFYSQEIRDMFHLRLFVDTDSDVRLSRRVLRDVRRGRDLEQILTQYTTFVKPAFEEFCLPTKKYADVIIPRGVDNMVAINLIVQHIQDILNGDICKWHRGGSNGRSYKRTFSEPGDHPGMLTSGKRSHLESSSRPH. Result: 1 (interaction). (2) The miRNA is hsa-miR-6780a-3p with sequence CUCCUCUGUUUUCUUUCCUAG. The protein sequence of the target gene is MDLSRQTWLLSKPIGIVSEASSLGQNMTINPGASLPTFATLPVLPPAPQPVPQLFWEPPAPLVTAGISPGNPLVLSALPGMPLVAEGGSTALSAAVPLNIVQLGTLGQPVQPVHNTNIVLTQVPLTCNIPGTQGVGMGFMTTPAANNFINTRIASTVQPQEGTWILGPHPPTTQQVVQLVPVKSPVNSAQPPKGAYGESGPANIQTNSPENYLSKPDSVYGNFRRWQHIKTLVQRHLPQTTDVAAFSCFLIPVLRSLARRKPTMNVEEGLWRGLQEWQCTSNYDRMIFYEMAEKFTEFES.... Result: 0 (no interaction). (3) The miRNA is hsa-miR-7976 with sequence UGCCCUGAGACUUUUGCUC. The protein sequence of the target gene is MAGQRTCQRRSSRAGPGKMQEPPKSIEEFLKFQNWDYWPREIHFRDDDKWSCTLKKIKEDSSFVSIYTHLWENVPRIFEALLIMESKLKEYSLILQNHTSEIFKWKSMISETSSYRKLERYGEFLKKYHKKKKIMLSDEMETEKNIEGCSFTGFKANELTQLPRHLDAEQIYLFILKAHNFDERVFKIWKTHFLSEASIALLHDSFWWWFLHKFRPDRENQDCLFDRISESYVTLFMSIPLSRKDAFFQIYPDCLAQAIYATFHEAFPESSYLFNDEFKEDLGNNIFLWCSGLKPQKGFW.... Result: 0 (no interaction). (4) The miRNA is hsa-miR-27b-3p with sequence UUCACAGUGGCUAAGUUCUGC. The protein sequence of the target gene is MASSSGAGAAAAAAAANLNAVRETMDVLLEISRILNTGLDMETLSICVRLCEQGINPEALSSVIKELRKATEALKAAENMTS. Result: 0 (no interaction). (5) The miRNA is mmu-miR-340-5p with sequence UUAUAAAGCAAUGAGACUGAUU. The protein sequence of the target gene is MSDVTIVKEGWVQKRGEYIKNWRPRYFLLKTDGSFIGYKEKPQDVDLPYPLNNFSVAKCQLMKTERPKPNTFIIRCLQWTTVIERTFHVDTPEEREEWTEAIQAVADRLQRQEEERMNCSPTSQIDNIGEEEMDASTTHHKRKTMNDFDYLKLLGKGTFGKVILVREKASGKYYAMKILKKEVIIAKDEVAHTLTESRVLKNTRHPFLTSLKYSFQTKDRLCFVMEYVNGGELFFHLSRERVFSEDRTRFYGAEIVSALDYLHSGKIVYRDLKLENLMLDKDGHIKITDFGLCKEGITDA.... Result: 1 (interaction). (6) The miRNA is mmu-miR-465b-5p with sequence UAUUUAGAAUGGUGCUGAUCUG. The protein sequence of the target gene is MDYTHQPALIPCGQDKYMPKSELLLHLKTYNLYYEGQNLQLRHREEEDEFIVEGLLNISWGLRRPIRLQMQDDHERIRPPPSSSSWHSGCNLGAQGTTLKPLTMPTVQISEVDMPVEGLETHSPTDSRGLKPVQEDTPQLMRTRSDVGVRRRGNVRTSSDQRRIRRHRFSINGHFYNHKTSVFTPAYGSVTNVRINSTMTTPQVLKLLLNKFKIENSAEEFALYVVHTSGEKQRLKSSDYPLIARILQGPCEQISKVFLMEKDQVEEVTYDVAQYIKFEMPVLKSFIQKLQEEEDREVEK.... Result: 0 (no interaction). (7) The miRNA is mmu-miR-669a-3-3p with sequence ACAUAACAUACACACACAUGUAU. The protein sequence of the target gene is MDEQSQGMQGPPVTQFQPQKALRPDMGYNTLANFRIEKKIGRGQFSEVYRASCLLDGVPVALKKVQIFDLMDAKARADCIKEIDLLKQLNHPNVIKYYASFIEDNELNIVLELADAGDLSRMIKHFKKQKRLIPERTVWKYFVQLCSALDHMHSRRVMHRDIKPANVFITATGVVKLGDLGLGRFFSSKTTAAHSLVGTPYYMSPERIHENGYNFKSDIWSLGCLLYEMAALQSPFYGDKMNLYSLCKKIEQCDYPPLPSDHYSEELRQLVNICINPDPEKRPDIAYVYDVAKRMHACTA.... Result: 0 (no interaction).